Predict the reactants needed to synthesize the given product. From a dataset of Full USPTO retrosynthesis dataset with 1.9M reactions from patents (1976-2016). The reactants are: [CH3:1][C:2]([CH3:27])([CH3:26])[C:3]([O:5][CH2:6][N:7]1[C:15](=[O:16])[C:14]2[N:13](CC3C=CC=CC=3)[CH:12]=[N:11][C:10]=2[N:9]([CH3:24])[C:8]1=[O:25])=[O:4]. Given the product [CH3:1][C:2]([CH3:27])([CH3:26])[C:3]([O:5][CH2:6][N:7]1[C:15](=[O:16])[C:14]2[NH:13][CH:12]=[N:11][C:10]=2[N:9]([CH3:24])[C:8]1=[O:25])=[O:4], predict the reactants needed to synthesize it.